From a dataset of Reaction yield outcomes from USPTO patents with 853,638 reactions. Predict the reaction yield, written as a fraction of the theoretical maximum amount of product (1.0 means a 100% yield; for example, 0.34 means a 34% yield). The yield is 0.150. The reactants are [C:1]([NH:5][C:6]([C:8]1[CH:9]=[C:10]([C:17]2[N:21]([CH2:22][CH:23]3[CH2:28][CH2:27][CH2:26][CH2:25][CH2:24]3)[C:20]([CH3:29])=[C:19]([C:30](O)=[O:31])[CH:18]=2)[N:11]2[C:16]=1[CH:15]=[CH:14][CH:13]=[CH:12]2)=[O:7])([CH3:4])([CH3:3])[CH3:2].CN(C(ON1N=NC2C=CC=NC1=2)=[N+](C)C)C.F[P-](F)(F)(F)(F)F.CCN(C(C)C)C(C)C.[NH2:66][CH:67]1[CH2:72][CH2:71][O:70][CH2:69][CH2:68]1. The product is [C:1]([NH:5][C:6]([C:8]1[CH:9]=[C:10]([C:17]2[N:21]([CH2:22][CH:23]3[CH2:24][CH2:25][CH2:26][CH2:27][CH2:28]3)[C:20]([CH3:29])=[C:19]([C:30](=[O:31])[NH:66][CH:67]3[CH2:72][CH2:71][O:70][CH2:69][CH2:68]3)[CH:18]=2)[N:11]2[C:16]=1[CH:15]=[CH:14][CH:13]=[CH:12]2)=[O:7])([CH3:4])([CH3:2])[CH3:3]. The catalyst is CN(C=O)C.